Dataset: CYP2D6 inhibition data for predicting drug metabolism from PubChem BioAssay. Task: Regression/Classification. Given a drug SMILES string, predict its absorption, distribution, metabolism, or excretion properties. Task type varies by dataset: regression for continuous measurements (e.g., permeability, clearance, half-life) or binary classification for categorical outcomes (e.g., BBB penetration, CYP inhibition). Dataset: cyp2d6_veith. (1) The compound is COc1ccc(C(=O)NC(=S)Nc2cccc(Cl)c2N2CCOCC2)cc1[N+](=O)[O-]. The result is 0 (non-inhibitor). (2) The drug is CCN1CCCC1CNC(=O)CSCc1nc(-c2ccccc2C)oc1C. The result is 1 (inhibitor). (3) The drug is CC(C)(C)NC(=O)C(=O)NNC(=O)c1ccccc1. The result is 0 (non-inhibitor). (4) The molecule is O=C(CSc1nc(-c2ccccc2)cs1)N1CCc2ccccc21. The result is 0 (non-inhibitor). (5) The drug is C=C[C@@]1(C)CC(=O)[C@]2(O)[C@](C)(O1)[C@@H](OC(C)=O)[C@@H](OC(=O)CCN(C)C)[C@H]1C(C)(C)CC[C@H](O)[C@@]12C. The result is 0 (non-inhibitor).